From a dataset of NCI-60 drug combinations with 297,098 pairs across 59 cell lines. Regression. Given two drug SMILES strings and cell line genomic features, predict the synergy score measuring deviation from expected non-interaction effect. (1) Drug 1: COC1=C2C(=CC3=C1OC=C3)C=CC(=O)O2. Drug 2: C1CN(P(=O)(OC1)NCCCl)CCCl. Cell line: OVCAR3. Synergy scores: CSS=-19.0, Synergy_ZIP=8.02, Synergy_Bliss=-8.49, Synergy_Loewe=-26.7, Synergy_HSA=-27.7. (2) Drug 1: CC1=C(C=C(C=C1)NC2=NC=CC(=N2)N(C)C3=CC4=NN(C(=C4C=C3)C)C)S(=O)(=O)N.Cl. Drug 2: C1CN(P(=O)(OC1)NCCCl)CCCl. Cell line: U251. Synergy scores: CSS=6.38, Synergy_ZIP=-3.83, Synergy_Bliss=-3.79, Synergy_Loewe=-7.44, Synergy_HSA=-2.91.